Dataset: Catalyst prediction with 721,799 reactions and 888 catalyst types from USPTO. Task: Predict which catalyst facilitates the given reaction. (1) Product: [Cl:8][C:6]1[CH:5]=[C:4]([C:9]2([C:24]([F:26])([F:25])[F:27])[CH2:13][CH2:12][N:11]([C:14]3[S:15][C:16]4[C:22]([NH:23][C:35](=[O:38])[CH2:36][CH3:37])=[CH:21][CH:20]=[CH:19][C:17]=4[N:18]=3)[CH2:10]2)[CH:3]=[C:2]([Cl:1])[CH:7]=1. The catalyst class is: 4. Reactant: [Cl:1][C:2]1[CH:3]=[C:4]([C:9]2([C:24]([F:27])([F:26])[F:25])[CH2:13][CH2:12][N:11]([C:14]3[S:15][C:16]4[C:22]([NH2:23])=[CH:21][CH:20]=[CH:19][C:17]=4[N:18]=3)[CH2:10]2)[CH:5]=[C:6]([Cl:8])[CH:7]=1.C(N(CC)CC)C.[C:35](Cl)(=[O:38])[CH2:36][CH3:37]. (2) Reactant: [C:1]1([C:7]2[C:16]3[C:11](=[CH:12][C:13]([C:17](=[O:19])[CH3:18])=[CH:14][CH:15]=3)[C:10]([CH3:21])([CH3:20])[CH2:9][CH:8]=2)[CH:6]=[CH:5][CH:4]=[CH:3][CH:2]=1.[CH:22]([C:24]1[CH:32]=[CH:31][C:27]([C:28]([OH:30])=[O:29])=[CH:26][CH:25]=1)=O.[OH-].[Na+].Cl. Product: [O:19]=[C:17]([C:13]1[CH:14]=[CH:15][C:16]2[C:7]([C:1]3[CH:2]=[CH:3][CH:4]=[CH:5][CH:6]=3)=[CH:8][CH2:9][C:10]([CH3:21])([CH3:20])[C:11]=2[CH:12]=1)[CH:18]=[CH:22][C:24]1[CH:32]=[CH:31][C:27]([C:28]([OH:30])=[O:29])=[CH:26][CH:25]=1. The catalyst class is: 301. (3) Reactant: [CH3:1][C:2]1[N:6]=[C:5]([CH3:7])[N:4]([C:8]2[CH:13]=[C:12]([CH:14]=[CH2:15])[N:11]=[C:10]([S:16][CH3:17])[N:9]=2)[N:3]=1.[N+](=[CH:20][C:21]([O:23][CH2:24][CH3:25])=[O:22])=[N-]. Product: [CH2:24]([O:23][C:21]([C@@H:20]1[CH2:15][C@H:14]1[C:12]1[CH:13]=[C:8]([N:4]2[C:5]([CH3:7])=[N:6][C:2]([CH3:1])=[N:3]2)[N:9]=[C:10]([S:16][CH3:17])[N:11]=1)=[O:22])[CH3:25]. The catalyst class is: 11. (4) Reactant: O[CH2:2][C:3]1[C:7]([CH2:8][O:9][C:10]2[CH:15]=[CH:14][C:13]([C:16]3[CH:17]=[C:18]4[C:23](=[CH:24][CH:25]=3)[N:22]=[C:21]([C:26]([O:28][CH3:29])=[O:27])[CH:20]=[CH:19]4)=[CH:12][CH:11]=2)=[C:6]([CH:30]([CH3:32])[CH3:31])[O:5][N:4]=1.[Cl:33][C:34]1[CH:39]=[CH:38][CH:37]=[C:36]([Cl:40])[C:35]=1[NH:41][C:42](=[O:47])[C:43]([F:46])([F:45])[F:44].C1(P(C2C=CC=CC=2)C2C=CC=CC=2)C=CC=CC=1. Product: [Cl:33][C:34]1[CH:39]=[CH:38][CH:37]=[C:36]([Cl:40])[C:35]=1[N:41]([CH2:2][C:3]1[C:7]([CH2:8][O:9][C:10]2[CH:15]=[CH:14][C:13]([C:16]3[CH:17]=[C:18]4[C:23](=[CH:24][CH:25]=3)[N:22]=[C:21]([C:26]([O:28][CH3:29])=[O:27])[CH:20]=[CH:19]4)=[CH:12][CH:11]=2)=[C:6]([CH:30]([CH3:32])[CH3:31])[O:5][N:4]=1)[C:42](=[O:47])[C:43]([F:45])([F:46])[F:44]. The catalyst class is: 4.